From a dataset of NCI-60 drug combinations with 297,098 pairs across 59 cell lines. Regression. Given two drug SMILES strings and cell line genomic features, predict the synergy score measuring deviation from expected non-interaction effect. (1) Drug 1: CN1C(=O)N2C=NC(=C2N=N1)C(=O)N. Drug 2: C(CC(=O)O)C(=O)CN.Cl. Cell line: EKVX. Synergy scores: CSS=1.84, Synergy_ZIP=-0.253, Synergy_Bliss=2.05, Synergy_Loewe=-6.61, Synergy_HSA=-2.45. (2) Drug 1: CC1OCC2C(O1)C(C(C(O2)OC3C4COC(=O)C4C(C5=CC6=C(C=C35)OCO6)C7=CC(=C(C(=C7)OC)O)OC)O)O. Drug 2: CCC1(CC2CC(C3=C(CCN(C2)C1)C4=CC=CC=C4N3)(C5=C(C=C6C(=C5)C78CCN9C7C(C=CC9)(C(C(C8N6C)(C(=O)OC)O)OC(=O)C)CC)OC)C(=O)OC)O.OS(=O)(=O)O. Cell line: HT29. Synergy scores: CSS=33.6, Synergy_ZIP=-5.53, Synergy_Bliss=-4.40, Synergy_Loewe=-26.2, Synergy_HSA=-3.30. (3) Drug 1: C1CCC(CC1)NC(=O)N(CCCl)N=O. Drug 2: CCCS(=O)(=O)NC1=C(C(=C(C=C1)F)C(=O)C2=CNC3=C2C=C(C=N3)C4=CC=C(C=C4)Cl)F. Cell line: HCT-15. Synergy scores: CSS=22.3, Synergy_ZIP=0.593, Synergy_Bliss=8.05, Synergy_Loewe=5.64, Synergy_HSA=5.65. (4) Drug 1: CC12CCC3C(C1CCC2=O)CC(=C)C4=CC(=O)C=CC34C. Drug 2: C1=NC2=C(N1)C(=S)N=CN2. Cell line: A498. Synergy scores: CSS=48.4, Synergy_ZIP=9.30, Synergy_Bliss=7.03, Synergy_Loewe=3.97, Synergy_HSA=7.07. (5) Drug 1: C#CCC(CC1=CN=C2C(=N1)C(=NC(=N2)N)N)C3=CC=C(C=C3)C(=O)NC(CCC(=O)O)C(=O)O. Drug 2: C(CCl)NC(=O)N(CCCl)N=O. Cell line: MCF7. Synergy scores: CSS=2.83, Synergy_ZIP=-1.66, Synergy_Bliss=-3.92, Synergy_Loewe=-2.81, Synergy_HSA=-3.31. (6) Drug 1: CN1CCC(CC1)COC2=C(C=C3C(=C2)N=CN=C3NC4=C(C=C(C=C4)Br)F)OC. Drug 2: C(CCl)NC(=O)N(CCCl)N=O. Cell line: IGROV1. Synergy scores: CSS=49.5, Synergy_ZIP=-0.514, Synergy_Bliss=1.10, Synergy_Loewe=-2.12, Synergy_HSA=2.56. (7) Drug 1: CNC(=O)C1=CC=CC=C1SC2=CC3=C(C=C2)C(=NN3)C=CC4=CC=CC=N4. Drug 2: CCC(=C(C1=CC=CC=C1)C2=CC=C(C=C2)OCCN(C)C)C3=CC=CC=C3.C(C(=O)O)C(CC(=O)O)(C(=O)O)O. Cell line: HT29. Synergy scores: CSS=8.61, Synergy_ZIP=0.726, Synergy_Bliss=9.08, Synergy_Loewe=6.46, Synergy_HSA=6.39. (8) Drug 1: CCC1(C2=C(COC1=O)C(=O)N3CC4=CC5=C(C=CC(=C5CN(C)C)O)N=C4C3=C2)O. Drug 2: CCC1=C2N=C(C=C(N2N=C1)NCC3=C[N+](=CC=C3)[O-])N4CCCCC4CCO. Cell line: NCI-H460. Synergy scores: CSS=72.8, Synergy_ZIP=2.59, Synergy_Bliss=0.319, Synergy_Loewe=-2.91, Synergy_HSA=2.70. (9) Cell line: BT-549. Synergy scores: CSS=19.7, Synergy_ZIP=-6.51, Synergy_Bliss=1.74, Synergy_Loewe=-13.3, Synergy_HSA=-0.242. Drug 1: CC1=C(C(CCC1)(C)C)C=CC(=CC=CC(=CC(=O)O)C)C. Drug 2: CC1=C(N=C(N=C1N)C(CC(=O)N)NCC(C(=O)N)N)C(=O)NC(C(C2=CN=CN2)OC3C(C(C(C(O3)CO)O)O)OC4C(C(C(C(O4)CO)O)OC(=O)N)O)C(=O)NC(C)C(C(C)C(=O)NC(C(C)O)C(=O)NCCC5=NC(=CS5)C6=NC(=CS6)C(=O)NCCC[S+](C)C)O.